Predict the product of the given reaction. From a dataset of Forward reaction prediction with 1.9M reactions from USPTO patents (1976-2016). (1) Given the reactants [CH2:1]([C:9]#[N:10])[CH2:2][CH2:3][CH2:4][CH2:5][CH2:6][CH2:7][CH3:8].[P:11]([OH:14])([OH:13])[OH:12].C1(S(O)(=O)=O)C=CC=CC=1.P(Cl)(Cl)Cl, predict the reaction product. The product is: [NH2:10][C:9]([P:11](=[O:12])([OH:14])[OH:13])([P:11](=[O:14])([OH:13])[OH:12])[CH2:1][CH2:2][CH2:3][CH2:4][CH2:5][CH2:6][CH2:7][CH3:8]. (2) Given the reactants [Br:1][C:2]1[C:3]([OH:16])=[C:4]2[C:9](=[CH:10][CH:11]=1)[N:8]([C:12](=[O:14])[CH3:13])[C@@H:7]([CH3:15])[CH2:6][CH2:5]2.[C:17]([C:20]1[CH:25]=[CH:24][C:23](B(O)O)=[CH:22][CH:21]=1)(=[O:19])[NH2:18].N1C=CC=CC=1, predict the reaction product. The product is: [C:12]([N:8]1[C:9]2[C:4](=[C:3]([O:16][C:23]3[CH:24]=[CH:25][C:20]([C:17]([NH2:18])=[O:19])=[CH:21][CH:22]=3)[C:2]([Br:1])=[CH:11][CH:10]=2)[CH2:5][CH2:6][C@@H:7]1[CH3:15])(=[O:14])[CH3:13]. (3) Given the reactants [F:1][C:2]([F:13])([S:9]([O-:12])(=[O:11])=[O:10])[CH:3]([OH:8])[C:4]([F:7])([F:6])[F:5].[CH2:14]([N+:21]([CH3:24])([CH3:23])[CH3:22])[C:15]1[CH:20]=[CH:19][CH:18]=[CH:17][CH:16]=1.[C:25]12([C:35](Cl)=[O:36])[CH2:34][CH:29]3[CH2:30][CH:31]([CH2:33][CH:27]([CH2:28]3)[CH2:26]1)[CH2:32]2, predict the reaction product. The product is: [C:25]12([C:35]([O:8][CH:3]([C:4]([F:6])([F:5])[F:7])[C:2]([F:1])([F:13])[S:9]([O-:12])(=[O:10])=[O:11])=[O:36])[CH2:32][CH:31]3[CH2:30][CH:29]([CH2:28][CH:27]([CH2:33]3)[CH2:26]1)[CH2:34]2.[CH2:14]([N+:21]([CH3:24])([CH3:23])[CH3:22])[C:15]1[CH:20]=[CH:19][CH:18]=[CH:17][CH:16]=1.